Dataset: Full USPTO retrosynthesis dataset with 1.9M reactions from patents (1976-2016). Task: Predict the reactants needed to synthesize the given product. (1) Given the product [C:1]([C:5]1[CH:13]=[CH:12][C:8]([C:9]([Cl:17])=[O:10])=[CH:7][CH:6]=1)([CH3:4])([CH3:3])[CH3:2], predict the reactants needed to synthesize it. The reactants are: [C:1]([C:5]1[CH:13]=[CH:12][C:8]([C:9](O)=[O:10])=[CH:7][CH:6]=1)([CH3:4])([CH3:3])[CH3:2].C(Cl)(=O)C([Cl:17])=O. (2) Given the product [Cl:1][C:2]1[CH:3]=[C:4]([CH:24]=[CH:25][CH:26]=1)[CH2:5][N:6]1[CH2:11][CH2:10][CH2:9][C@@H:8]([NH:12][C:13]2[N:14]=[CH:15][C:16](/[CH:19]=[CH:20]/[C:21]([NH:34][O:33][CH:28]3[CH2:29][CH2:30][CH2:31][CH2:32][O:27]3)=[O:22])=[N:17][CH:18]=2)[CH2:7]1, predict the reactants needed to synthesize it. The reactants are: [Cl:1][C:2]1[CH:3]=[C:4]([CH:24]=[CH:25][CH:26]=1)[CH2:5][N:6]1[CH2:11][CH2:10][CH2:9][C@@H:8]([NH:12][C:13]2[N:14]=[CH:15][C:16](/[CH:19]=[CH:20]/[C:21](O)=[O:22])=[N:17][CH:18]=2)[CH2:7]1.[O:27]1[CH2:32][CH2:31][CH2:30][CH2:29][CH:28]1[O:33][NH2:34].C1C=CC2N(O)N=NC=2C=1.CCN=C=NCCCN(C)C. (3) Given the product [F:32][C:28]1[CH:29]=[CH:30][CH:31]=[C:2]([F:1])[C:3]=1[CH2:4][O:5][C:6]1[C:7]2[N:8]([C:12]([C:16]([NH:18][C:19]([C:23]3[N:27]=[N:26][N:25]([CH3:33])[N:24]=3)([CH3:22])[CH2:20][OH:21])=[O:17])=[C:13]([CH3:15])[N:14]=2)[CH:9]=[CH:10][CH:11]=1, predict the reactants needed to synthesize it. The reactants are: [F:1][C:2]1[CH:31]=[CH:30][CH:29]=[C:28]([F:32])[C:3]=1[CH2:4][O:5][C:6]1[C:7]2[N:8]([C:12]([C:16]([NH:18][C:19]([C:23]3[N:24]=[N:25][NH:26][N:27]=3)([CH3:22])[CH2:20][OH:21])=[O:17])=[C:13]([CH3:15])[N:14]=2)[CH:9]=[CH:10][CH:11]=1.[C:33](=O)([O-])[O-].[K+].[K+].CI.C(OC(C)C)(C)C. (4) Given the product [O:16]1[C:17]2=[CH:18][N:19]=[CH:20][CH:21]=[C:22]2[CH:14]([NH2:13])[CH2:15]1, predict the reactants needed to synthesize it. The reactants are: O1C2=NC=CC=C2C(N)C1.CO[N:13]=[C:14]1[C:22]2[C:17](=[CH:18][N:19]=[CH:20][CH:21]=2)[O:16][CH2:15]1. (5) Given the product [O:3]1[C:8]2=[CH:9][CH:10]=[CH:11][C:7]2=[CH:6][C:5]([CH:12]2[CH2:17][CH2:16][CH2:15][CH2:14][N:13]2[CH2:18][CH2:19][C@H:20]2[CH2:21][CH2:22][C@H:23]([NH:26][C:38](=[O:39])[C:37]3[CH:41]=[CH:42][C:34]([N:31]4[CH2:30][CH2:29][S:28](=[O:43])(=[O:27])[CH2:33][CH2:32]4)=[CH:35][CH:36]=3)[CH2:24][CH2:25]2)=[CH:4]1, predict the reactants needed to synthesize it. The reactants are: Cl.Cl.[O:3]1[C:8]2=[CH:9][CH:10]=[CH:11][C:7]2=[CH:6][C:5]([CH:12]2[CH2:17][CH2:16][CH2:15][CH2:14][N:13]2[CH2:18][CH2:19][C@H:20]2[CH2:25][CH2:24][C@H:23]([NH2:26])[CH2:22][CH2:21]2)=[CH:4]1.[O:27]=[S:28]1(=[O:43])[CH2:33][CH2:32][N:31]([C:34]2[CH:42]=[CH:41][C:37]([C:38](O)=[O:39])=[CH:36][CH:35]=2)[CH2:30][CH2:29]1.